Dataset: Forward reaction prediction with 1.9M reactions from USPTO patents (1976-2016). Task: Predict the product of the given reaction. (1) The product is: [OH:8][C:9]1[CH:14]=[C:13]([OH:15])[C:12]([C:23]2[N:27]([CH2:28][CH2:29][CH2:30][O:31][CH3:32])[N:26]=[N:25][N:24]=2)=[CH:11][C:10]=1[C:33]1[CH:38]=[CH:37][CH:36]=[C:35]([C:39]([N:52]2[CH2:51][CH2:50][N:49]([CH2:48][CH2:47][N:42]3[CH2:43][CH2:44][CH2:45][CH2:46]3)[CH2:54][CH2:53]2)=[O:40])[CH:34]=1. Given the reactants C([O:8][C:9]1[CH:14]=[C:13]([O:15]CC2C=CC=CC=2)[C:12]([C:23]2[N:27]([CH2:28][CH2:29][CH2:30][O:31][CH3:32])[N:26]=[N:25][N:24]=2)=[CH:11][C:10]=1[C:33]1[CH:38]=[CH:37][CH:36]=[C:35]([C:39](O)=[O:40])[CH:34]=1)C1C=CC=CC=1.[N:42]1([CH2:47][CH2:48][N:49]2[CH2:54][CH2:53][NH:52][CH2:51][CH2:50]2)[CH2:46][CH2:45][CH2:44][CH2:43]1, predict the reaction product. (2) Given the reactants [NH2:1][C:2]1[S:3][C@:4]2([C:19]([NH2:21])=O)[C@H:6]([C@:7]([C:10]3[C:11]([O:17][CH3:18])=[N:12][CH:13]=[C:14]([Br:16])[CH:15]=3)([CH3:9])[N:8]=1)[CH2:5]2.C(N(C(C)C)CC)(C)C.FC(F)(F)C(OC(=O)C(F)(F)F)=O.N, predict the reaction product. The product is: [NH2:1][C:2]1[S:3][C@:4]2([C:19]#[N:21])[C@H:6]([C@:7]([C:10]3[C:11]([O:17][CH3:18])=[N:12][CH:13]=[C:14]([Br:16])[CH:15]=3)([CH3:9])[N:8]=1)[CH2:5]2.